This data is from M1 muscarinic receptor agonist screen with 61,833 compounds. The task is: Binary Classification. Given a drug SMILES string, predict its activity (active/inactive) in a high-throughput screening assay against a specified biological target. (1) The molecule is s1c2CCCCc2c(c1NC(=O)Cn1nc(nn1)c1ccc(OC)cc1)C#N. The result is 0 (inactive). (2) The result is 0 (inactive). The drug is O=C(CCN1CCCCC1)c1ccc(OCC)cc1.